This data is from Forward reaction prediction with 1.9M reactions from USPTO patents (1976-2016). The task is: Predict the product of the given reaction. (1) Given the reactants I[C:2]1[CH:7]=[CH:6][CH:5]=[CH:4][CH:3]=1.[CH:8]1[C:16]2[C:15]3[CH:17]=[CH:18][CH:19]=[CH:20][C:14]=3[S:13][C:12]=2[C:11]([C:21]2[CH:33]=[CH:32][C:31]3[C:30]4[C:25](=[CH:26][C:27]([C:34]5[C:39]6[S:40][C:41]7[CH:46]=[CH:45][CH:44]=[CH:43][C:42]=7[C:38]=6[CH:37]=[CH:36][CH:35]=5)=[CH:28][CH:29]=4)[NH:24][C:23]=3[CH:22]=2)=[CH:10][CH:9]=1.CC(C)([O-])C.[Na+].C1(C)C(C)=CC=CC=1, predict the reaction product. The product is: [CH:37]1[C:38]2[C:42]3[CH:43]=[CH:44][CH:45]=[CH:46][C:41]=3[S:40][C:39]=2[C:34]([C:27]2[CH:28]=[CH:29][C:30]3[C:31]4[C:23](=[CH:22][C:21]([C:11]5[C:12]6[S:13][C:14]7[CH:20]=[CH:19][CH:18]=[CH:17][C:15]=7[C:16]=6[CH:8]=[CH:9][CH:10]=5)=[CH:33][CH:32]=4)[N:24]([C:2]4[CH:7]=[CH:6][CH:5]=[CH:4][CH:3]=4)[C:25]=3[CH:26]=2)=[CH:35][CH:36]=1. (2) Given the reactants [CH2:1]([O:8][C:9]1[C:10]([C:18]([OH:20])=O)=[N:11][NH:12][C:13]=1[C:14]([O:16][CH3:17])=[O:15])[C:2]1[CH:7]=[CH:6][CH:5]=[CH:4][CH:3]=1.[N:21]1[CH:26]=[CH:25][CH:24]=[CH:23][C:22]=1[CH:27]([OH:31])[CH2:28][NH:29][CH3:30].N1C=CC=C(C(O)CNC)C=1, predict the reaction product. The product is: [CH2:1]([O:8][C:9]1[C:13]([C:14]([O:16][CH3:17])=[O:15])=[N:12][NH:11][C:10]=1[C:18]([N:29]([CH2:28][CH:27]([OH:31])[C:22]1[CH:23]=[CH:24][CH:25]=[CH:26][N:21]=1)[CH3:30])=[O:20])[C:2]1[CH:3]=[CH:4][CH:5]=[CH:6][CH:7]=1. (3) The product is: [C:52]([C:4]1[CH:13]=[CH:12][CH:11]=[C:10]([NH:14][C:15]2[C:16]3[CH:41]=[CH:40][N:39]([S:42]([C:45]4[CH:46]=[CH:47][C:48]([CH3:51])=[CH:49][CH:50]=4)(=[O:44])=[O:43])[C:17]=3[N:18]=[C:19]([NH:21][C:22]3[CH:27]=[CH:26][C:25]([N:28]4[CH2:33][CH2:32][N:31]([CH:34]([CH3:35])[CH3:36])[CH2:30][CH2:29]4)=[CH:24][C:23]=3[O:37][CH3:38])[N:20]=2)[C:5]=1[C:6]([O:8][CH3:9])=[O:7])#[N:53]. Given the reactants N#N.Br[C:4]1[CH:13]=[CH:12][CH:11]=[C:10]([NH:14][C:15]2[C:16]3[CH:41]=[CH:40][N:39]([S:42]([C:45]4[CH:50]=[CH:49][C:48]([CH3:51])=[CH:47][CH:46]=4)(=[O:44])=[O:43])[C:17]=3[N:18]=[C:19]([NH:21][C:22]3[CH:27]=[CH:26][C:25]([N:28]4[CH2:33][CH2:32][N:31]([CH:34]([CH3:36])[CH3:35])[CH2:30][CH2:29]4)=[CH:24][C:23]=3[O:37][CH3:38])[N:20]=2)[C:5]=1[C:6]([O:8][CH3:9])=[O:7].[CH3:52][N:53](C)C=O, predict the reaction product. (4) Given the reactants Cl[C:2]1[CH:7]=[C:6]([CH3:8])[C:5]([C:9](=[O:11])[CH3:10])=[C:4]([CH3:12])[CH:3]=1.[O-]P([O-])([O-])=O.[K+].[K+].[K+].[F:21][C:22]1[CH:27]=[CH:26][C:25]([OH:28])=[CH:24][CH:23]=1, predict the reaction product. The product is: [F:21][C:22]1[CH:27]=[CH:26][C:25]([O:28][C:2]2[CH:7]=[C:6]([CH3:8])[C:5]([C:9](=[O:11])[CH3:10])=[C:4]([CH3:12])[CH:3]=2)=[CH:24][CH:23]=1. (5) Given the reactants [C:1]([O:4][CH:5]1[CH2:10][CH2:9][CH:8]([C:11]([OH:13])=O)[CH2:7][CH2:6]1)(=[O:3])[CH3:2].S(Cl)(Cl)=O.[CH2:18]([CH:25]1[CH2:30][CH:29]([N:31]([CH2:44][C:45]2[CH:50]=[C:49]([C:51]([F:54])([F:53])[F:52])[CH:48]=[C:47]([C:55]([F:58])([F:57])[F:56])[CH:46]=2)[C:32]2[N:37]=[CH:36][C:35]([N:38]3[CH2:43][CH2:42][O:41][CH2:40][CH2:39]3)=[CH:34][N:33]=2)[CH2:28][CH:27]([CH2:59][CH3:60])[NH:26]1)[C:19]1[CH:24]=[CH:23][CH:22]=[CH:21][CH:20]=1.C(N(CC)CC)C, predict the reaction product. The product is: [CH2:18]([CH:25]1[CH2:30][CH:29]([N:31]([CH2:44][C:45]2[CH:46]=[C:47]([C:55]([F:58])([F:57])[F:56])[CH:48]=[C:49]([C:51]([F:53])([F:52])[F:54])[CH:50]=2)[C:32]2[N:37]=[CH:36][C:35]([N:38]3[CH2:43][CH2:42][O:41][CH2:40][CH2:39]3)=[CH:34][N:33]=2)[CH2:28][CH:27]([CH2:59][CH3:60])[N:26]1[C:11]([CH:8]1[CH2:7][CH2:6][CH:5]([O:4][C:1](=[O:3])[CH3:2])[CH2:10][CH2:9]1)=[O:13])[C:19]1[CH:24]=[CH:23][CH:22]=[CH:21][CH:20]=1. (6) Given the reactants [OH:1][C@@H:2]([C@H:4]1[C:34](=[O:35])[N:6]2[C:7]([C:21]([O:23][CH2:24][C:25]3[CH:30]=[CH:29][C:28]([N+:31]([O-:33])=[O:32])=[CH:27][CH:26]=3)=[O:22])=[C:8]([C:11]3[S:15][C:14]4=[C:16]([S:19][CH3:20])[N:17]=[CH:18][N:13]4[CH:12]=3)[C@H:9]([CH3:10])[C@H:5]12)[CH3:3].[CH2:36]([Br:45])[C:37]([C:39]1[CH:44]=[CH:43][CH:42]=[CH:41][CH:40]=1)=[O:38].C(OCC)C, predict the reaction product. The product is: [Br-:45].[OH:1][C@@H:2]([C@H:4]1[C:34](=[O:35])[N:6]2[C:7]([C:21]([O:23][CH2:24][C:25]3[CH:26]=[CH:27][C:28]([N+:31]([O-:33])=[O:32])=[CH:29][CH:30]=3)=[O:22])=[C:8]([C:11]3[S:15][C:14]4=[C:16]([S:19][CH3:20])[N:17]([CH2:36][C:37](=[O:38])[C:39]5[CH:44]=[CH:43][CH:42]=[CH:41][CH:40]=5)[CH:18]=[N+:13]4[CH:12]=3)[C@H:9]([CH3:10])[C@H:5]12)[CH3:3].